The task is: Predict the product of the given reaction.. This data is from Forward reaction prediction with 1.9M reactions from USPTO patents (1976-2016). Given the reactants [F:1][C:2]1[CH:7]=[CH:6][C:5]([C:8]2[CH:9]=[C:10]3[C:15](=[CH:16][CH:17]=2)[CH:14]=[C:13]([S:18][C:19]2[N:20]([CH3:24])[CH:21]=[CH:22][N:23]=2)[CH:12]=[CH:11]3)=[CH:4][CH:3]=1.ClC1C=CC=C(C(OO)=O)C=1.[OH-:36].[Ca+2].[OH-:38], predict the reaction product. The product is: [F:1][C:2]1[CH:3]=[CH:4][C:5]([C:8]2[CH:9]=[C:10]3[C:15](=[CH:16][CH:17]=2)[CH:14]=[C:13]([S:18]([C:19]2[N:20]([CH3:24])[CH:21]=[CH:22][N:23]=2)(=[O:38])=[O:36])[CH:12]=[CH:11]3)=[CH:6][CH:7]=1.